This data is from Forward reaction prediction with 1.9M reactions from USPTO patents (1976-2016). The task is: Predict the product of the given reaction. (1) Given the reactants [CH3:1][O:2][C:3]1[CH:4]=[C:5]([NH:11][CH:12]=[C:13]2[C:18](=[O:19])OC(C)(C)OC2=O)[CH:6]=[C:7]([O:9][CH3:10])[CH:8]=1.CCCCCC, predict the reaction product. The product is: [CH3:10][O:9][C:7]1[CH:8]=[C:3]([O:2][CH3:1])[CH:4]=[C:5]2[C:6]=1[C:18](=[O:19])[CH:13]=[CH:12][NH:11]2. (2) Given the reactants C(N(CC)CC)C.[CH3:8][N:9]=[C:10]=[O:11].[ClH:12].Cl.[NH2:14][CH2:15][C:16]1[CH:21]=[CH:20][CH:19]=[CH:18][C:17]=1[C:22]1[C:30]2[O:29][C:28]([C:31]([NH:33][C@@H:34]3[CH:39]4[CH2:40][CH2:41][N:36]([CH2:37][CH2:38]4)[CH2:35]3)=[O:32])=[CH:27][C:26]=2[CH:25]=[CH:24][CH:23]=1.C1COCC1, predict the reaction product. The product is: [ClH:12].[N:36]12[CH2:37][CH2:38][CH:39]([CH2:40][CH2:41]1)[C@@H:34]([NH:33][C:31]([C:28]1[O:29][C:30]3[C:22]([C:17]4[CH:18]=[CH:19][CH:20]=[CH:21][C:16]=4[CH2:15][NH:14][C:10]([NH:9][CH3:8])=[O:11])=[CH:23][CH:24]=[CH:25][C:26]=3[CH:27]=1)=[O:32])[CH2:35]2.